Dataset: Forward reaction prediction with 1.9M reactions from USPTO patents (1976-2016). Task: Predict the product of the given reaction. Given the reactants C([O-])([O-])=O.[K+].[K+].C[Si]([C:11]#[C:12][C:13]1[CH:18]=[CH:17][C:16]([CH2:19][C:20]([O:22][CH2:23]C)=[O:21])=[CH:15][CH:14]=1)(C)C.O, predict the reaction product. The product is: [C:12]([C:13]1[CH:18]=[CH:17][C:16]([CH2:19][C:20]([O:22][CH3:23])=[O:21])=[CH:15][CH:14]=1)#[CH:11].